This data is from Reaction yield outcomes from USPTO patents with 853,638 reactions. The task is: Predict the reaction yield, written as a fraction of the theoretical maximum amount of product (1.0 means a 100% yield; for example, 0.34 means a 34% yield). (1) The reactants are [CH3:1][O:2][C:3]1[CH:4]=[C:5]2[C:10](=[CH:11][C:12]=1[O:13][CH3:14])[N:9]=[CH:8][CH:7]=[C:6]2[O:15][C:16]1[CH:22]=[CH:21][C:19]([NH2:20])=[CH:18][CH:17]=1.ClC(Cl)(O[C:27](=[O:33])OC(Cl)(Cl)Cl)Cl.[CH2:35]([N:42]1[CH2:46][CH2:45][C@H:44]([NH2:47])[CH2:43]1)[C:36]1[CH:41]=[CH:40][CH:39]=[CH:38][CH:37]=1.C(=O)([O-])O.[Na+]. The catalyst is C(N(CC)CC)C.C(Cl)(Cl)Cl. The product is [CH2:35]([N:42]1[CH2:46][CH2:45][C@H:44]([NH:47][C:27]([NH:20][C:19]2[CH:21]=[CH:22][C:16]([O:15][C:6]3[C:5]4[C:10](=[CH:11][C:12]([O:13][CH3:14])=[C:3]([O:2][CH3:1])[CH:4]=4)[N:9]=[CH:8][CH:7]=3)=[CH:17][CH:18]=2)=[O:33])[CH2:43]1)[C:36]1[CH:37]=[CH:38][CH:39]=[CH:40][CH:41]=1. The yield is 0.290. (2) The yield is 0.332. No catalyst specified. The reactants are [CH3:1][NH:2][C:3]([C:5]1[N:6]([CH3:31])[C:7]([CH:20]([S:22]([C:25]2[CH:30]=[CH:29][CH:28]=[CH:27][CH:26]=2)(=[O:24])=[O:23])[NH2:21])=[CH:8][C:9](=[O:19])[C:10]=1[O:11]CC1C=CC=CC=1)=[O:4].C1(S(C(N)C2N(C)C(C(O)=O)=C(O)C(=O)C=2)(=O)=O)C=CC=CC=1. The product is [CH3:1][NH:2][C:3]([C:5]1[N:6]([CH3:31])[C:7]([CH:20]([S:22]([C:25]2[CH:30]=[CH:29][CH:28]=[CH:27][CH:26]=2)(=[O:23])=[O:24])[NH2:21])=[CH:8][C:9](=[O:19])[C:10]=1[OH:11])=[O:4]. (3) The reactants are [N:1]([CH2:4][C:5]12[CH2:12][CH2:11][C:8]([C:13]3[S:21][C:20]4[C:19]([N:22]5[CH2:27][CH2:26][O:25][CH2:24][CH2:23]5)=[N:18][C:17]([C:28]5[CH:36]=[CH:35][CH:34]=[C:33]6[C:29]=5[CH:30]=[N:31][NH:32]6)=[N:16][C:15]=4[CH:14]=3)([CH2:9][CH2:10]1)[O:7][CH2:6]2)=[N+]=[N-].C(N)CN. The catalyst is CO.[Pd]. The product is [NH:32]1[C:33]2[C:29](=[C:28]([C:17]3[N:18]=[C:19]([N:22]4[CH2:27][CH2:26][O:25][CH2:24][CH2:23]4)[C:20]4[S:21][C:13]([C:8]56[CH2:11][CH2:12][C:5]([CH2:4][NH2:1])([CH2:10][CH2:9]5)[CH2:6][O:7]6)=[CH:14][C:15]=4[N:16]=3)[CH:36]=[CH:35][CH:34]=2)[CH:30]=[N:31]1. The yield is 0.890.